Task: Regression/Classification. Given a drug SMILES string, predict its absorption, distribution, metabolism, or excretion properties. Task type varies by dataset: regression for continuous measurements (e.g., permeability, clearance, half-life) or binary classification for categorical outcomes (e.g., BBB penetration, CYP inhibition). Dataset: cyp1a2_veith.. Dataset: CYP1A2 inhibition data for predicting drug metabolism from PubChem BioAssay (1) The compound is Cc1cc2nc(C)n(CCCN)c2cc1C.Cl. The result is 1 (inhibitor). (2) The compound is O=C(O)c1ccc(NS(=O)(=O)Cc2ccccc2)cc1. The result is 0 (non-inhibitor). (3) The molecule is Cc1ccccc1C(=O)N1CCN(c2ccc([N+](=O)[O-])c(NCc3ccco3)c2)CC1. The result is 0 (non-inhibitor). (4) The result is 0 (non-inhibitor). The drug is CN(C)C(=O)C1CCN(Cc2c[nH]c3ccccc23)CC1. (5) The result is 1 (inhibitor). The compound is CN(C)CCCN1c2ccc3ccccc3c2Sc2cccc(Cl)c21. (6) The molecule is O=C(NCC1COc2ccccc2O1)C1C2C=CC3(CN(Cc4cccs4)C(=O)C13)O2. The result is 0 (non-inhibitor). (7) The compound is CCN1C(=O)[C@H]2CC[C@@H]3/C(=N\OCC(C)C)C[C@@H](O)[C@@H](O)[C@@H]3[C@@H]2C1=O. The result is 0 (non-inhibitor).